Dataset: NCI-60 drug combinations with 297,098 pairs across 59 cell lines. Task: Regression. Given two drug SMILES strings and cell line genomic features, predict the synergy score measuring deviation from expected non-interaction effect. (1) Drug 1: CC=C1C(=O)NC(C(=O)OC2CC(=O)NC(C(=O)NC(CSSCCC=C2)C(=O)N1)C(C)C)C(C)C. Drug 2: CCN(CC)CCNC(=O)C1=C(NC(=C1C)C=C2C3=C(C=CC(=C3)F)NC2=O)C. Cell line: UACC62. Synergy scores: CSS=61.3, Synergy_ZIP=-2.46, Synergy_Bliss=-1.18, Synergy_Loewe=0.101, Synergy_HSA=-0.125. (2) Drug 1: C1=NC2=C(N=C(N=C2N1C3C(C(C(O3)CO)O)F)Cl)N. Drug 2: CC1=C(N=C(N=C1N)C(CC(=O)N)NCC(C(=O)N)N)C(=O)NC(C(C2=CN=CN2)OC3C(C(C(C(O3)CO)O)O)OC4C(C(C(C(O4)CO)O)OC(=O)N)O)C(=O)NC(C)C(C(C)C(=O)NC(C(C)O)C(=O)NCCC5=NC(=CS5)C6=NC(=CS6)C(=O)NCCC[S+](C)C)O. Cell line: RXF 393. Synergy scores: CSS=14.9, Synergy_ZIP=-2.73, Synergy_Bliss=0.952, Synergy_Loewe=-0.938, Synergy_HSA=0.124. (3) Drug 1: C1CCC(C(C1)N)N.C(=O)(C(=O)[O-])[O-].[Pt+4]. Drug 2: B(C(CC(C)C)NC(=O)C(CC1=CC=CC=C1)NC(=O)C2=NC=CN=C2)(O)O. Cell line: NCI/ADR-RES. Synergy scores: CSS=35.8, Synergy_ZIP=-3.78, Synergy_Bliss=1.08, Synergy_Loewe=0.461, Synergy_HSA=3.01. (4) Drug 1: CC1OCC2C(O1)C(C(C(O2)OC3C4COC(=O)C4C(C5=CC6=C(C=C35)OCO6)C7=CC(=C(C(=C7)OC)O)OC)O)O. Drug 2: CC(C1=C(C=CC(=C1Cl)F)Cl)OC2=C(N=CC(=C2)C3=CN(N=C3)C4CCNCC4)N. Cell line: M14. Synergy scores: CSS=14.6, Synergy_ZIP=-1.61, Synergy_Bliss=4.67, Synergy_Loewe=1.06, Synergy_HSA=1.45. (5) Drug 1: CC1=C2C(C(=O)C3(C(CC4C(C3C(C(C2(C)C)(CC1OC(=O)C(C(C5=CC=CC=C5)NC(=O)OC(C)(C)C)O)O)OC(=O)C6=CC=CC=C6)(CO4)OC(=O)C)OC)C)OC. Drug 2: C1=CN(C=N1)CC(O)(P(=O)(O)O)P(=O)(O)O. Cell line: HT29. Synergy scores: CSS=20.0, Synergy_ZIP=-5.59, Synergy_Bliss=-14.4, Synergy_Loewe=-52.5, Synergy_HSA=-15.0.